From a dataset of Full USPTO retrosynthesis dataset with 1.9M reactions from patents (1976-2016). Predict the reactants needed to synthesize the given product. (1) Given the product [N:14]1([C:11]2[CH:12]=[CH:13][C:8]([NH2:7])=[CH:9][C:10]=2[O:19][CH3:20])[CH:18]=[CH:17][N:16]=[CH:15]1, predict the reactants needed to synthesize it. The reactants are: C(OC(=O)[NH:7][C:8]1[CH:13]=[CH:12][C:11]([N:14]2[CH:18]=[CH:17][N:16]=[CH:15]2)=[C:10]([O:19][CH3:20])[CH:9]=1)(C)(C)C.FC(F)(F)C(O)=O. (2) Given the product [Cl:1][C:2]1[N:12]=[CH:11][C:5]2[O:6][CH2:7][CH2:8][NH:9][C:4]=2[CH:3]=1, predict the reactants needed to synthesize it. The reactants are: [Cl:1][C:2]1[N:12]=[CH:11][C:5]2[O:6][CH2:7][C:8](=O)[NH:9][C:4]=2[CH:3]=1.CO. (3) Given the product [C:1]([O:5][C:6]([NH:8][C@H:9]([C:14]([O:16][CH:17]([O:19][C:20](=[O:44])[N:21]([C:34]1[N:43]=[C:37]2[CH:38]=[CH:39][C:40]([C:59]3[CH:58]=[CH:57][C:56]([NH:55][C:53](=[O:54])[C@@H:52]([C:49]4[CH:48]=[CH:47][C:46]([F:45])=[CH:51][CH:50]=4)[CH3:65])=[CH:61][CH:60]=3)=[CH:41][N:36]2[N:35]=1)[C:22]1[CH:27]=[CH:26][C:25]([S:28]([CH3:31])(=[O:30])=[O:29])=[CH:24][C:23]=1[O:32][CH3:33])[CH3:18])=[O:15])[C:10]([CH3:13])([CH3:12])[CH3:11])=[O:7])([CH3:4])([CH3:3])[CH3:2], predict the reactants needed to synthesize it. The reactants are: [C:1]([O:5][C:6]([NH:8][C@H:9]([C:14]([O:16][CH:17]([O:19][C:20](=[O:44])[N:21]([C:34]1[N:43]=[C:37]2[CH:38]=[CH:39][C:40](Cl)=[CH:41][N:36]2[N:35]=1)[C:22]1[CH:27]=[CH:26][C:25]([S:28]([CH3:31])(=[O:30])=[O:29])=[CH:24][C:23]=1[O:32][CH3:33])[CH3:18])=[O:15])[C:10]([CH3:13])([CH3:12])[CH3:11])=[O:7])([CH3:4])([CH3:3])[CH3:2].[F:45][C:46]1[CH:51]=[CH:50][C:49]([C@@H:52]([CH3:65])[C:53]([NH:55][C:56]2[CH:61]=[CH:60][C:59](B(O)O)=[CH:58][CH:57]=2)=[O:54])=[CH:48][CH:47]=1.O.P([O-])([O-])([O-])=O.[K+].[K+].[K+].C1(P(C2CCCCC2)C2C=CC=CC=2C2C(OC)=CC=CC=2OC)CCCCC1. (4) Given the product [C:30]1([CH3:29])[CH:38]=[CH:37][CH:36]=[C:32]([CH2:33][CH2:34][NH:35][CH:24]([C:22]2[CH:21]=[CH:20][CH:19]=[C:18]([CH2:17][O:16][C:9]3[C:10]4[C:15](=[CH:14][CH:13]=[CH:12][CH:11]=4)[C:6]4=[N:5][N:4]=[C:3]([C:2]([F:1])([F:27])[F:28])[N:7]4[N:8]=3)[N:23]=2)[CH3:25])[CH:31]=1, predict the reactants needed to synthesize it. The reactants are: [F:1][C:2]([F:28])([F:27])[C:3]1[N:7]2[N:8]=[C:9]([O:16][CH2:17][C:18]3[N:23]=[C:22]([C:24](=O)[CH3:25])[CH:21]=[CH:20][CH:19]=3)[C:10]3[C:15]([C:6]2=[N:5][N:4]=1)=[CH:14][CH:13]=[CH:12][CH:11]=3.[CH3:29][C:30]1[CH:31]=[C:32]([CH:36]=[CH:37][CH:38]=1)[CH2:33][CH2:34][NH2:35].C(O[BH-](OC(=O)C)OC(=O)C)(=O)C.[Na+]. (5) Given the product [OH:52][C:49]1[CH:48]=[CH:47][C:46]([C:14]2[C:12]3[NH:13][C:9]([C:8]([C:5]4[CH:6]=[CH:7][C:2]([O:1][CH2:70][CH2:69][CH2:68][CH2:67][CH2:66][CH2:65][CH2:64][CH2:63][CH2:62][CH2:61][CH3:60])=[CH:3][CH:4]=4)=[C:28]4[N:29]=[C:25]([C:24]([C:30]5[CH:31]=[CH:32][C:33]([OH:36])=[CH:34][CH:35]=5)=[C:23]5[NH:37][C:20](=[C:19]([C:38]6[CH:43]=[CH:42][C:41]([OH:44])=[CH:40][CH:39]=6)[C:18]6[CH:17]=[CH:16][C:15]=2[N:45]=6)[CH:21]=[CH:22]5)[CH:26]=[CH:27]4)=[CH:10][CH:11]=3)=[CH:51][CH:50]=1, predict the reactants needed to synthesize it. The reactants are: [OH:1][C:2]1[CH:7]=[CH:6][C:5]([C:8]2[C:9]3[NH:13][C:12]([C:14]([C:46]4[CH:51]=[CH:50][C:49]([OH:52])=[CH:48][CH:47]=4)=[C:15]4[N:45]=[C:18]([C:19]([C:38]5[CH:43]=[CH:42][C:41]([OH:44])=[CH:40][CH:39]=5)=[C:20]5[NH:37][C:23](=[C:24]([C:30]6[CH:35]=[CH:34][C:33]([OH:36])=[CH:32][CH:31]=6)[C:25]6[CH:26]=[CH:27][C:28]=2[N:29]=6)[CH:22]=[CH:21]5)[CH:17]=[CH:16]4)=[CH:11][CH:10]=3)=[CH:4][CH:3]=1.C([O-])([O-])=O.[K+].[K+].Br[CH2:60][CH2:61][CH2:62][CH2:63][CH2:64][CH2:65][CH2:66][CH2:67][CH2:68][CH2:69][CH3:70]. (6) Given the product [C:32]([O:31][C:29](=[O:30])[N:11]([CH2:12][C:13]([N:15]1[CH2:19][CH2:18][CH2:17][CH:16]1[C:20]#[N:21])=[O:14])[CH:7]1[CH2:8][CH:9]2[CH:5]([CH2:4][C:3]([CH2:1][CH3:2])([OH:22])[CH2:10]2)[CH2:6]1)([CH3:35])([CH3:34])[CH3:33], predict the reactants needed to synthesize it. The reactants are: [CH2:1]([C:3]1([OH:22])[CH2:10][CH:9]2[CH:5]([CH2:6][CH:7]([NH:11][CH2:12][C:13]([N:15]3[CH2:19][CH2:18][CH2:17][CH:16]3[C:20]#[N:21])=[O:14])[CH2:8]2)[CH2:4]1)[CH3:2].C(=O)([O-])[O-].[K+].[K+].[C:29](O[C:29]([O:31][C:32]([CH3:35])([CH3:34])[CH3:33])=[O:30])([O:31][C:32]([CH3:35])([CH3:34])[CH3:33])=[O:30].O. (7) Given the product [N:1]1[CH:6]=[CH:5][CH:4]=[CH:3][C:2]=1[C:7]1[S:8][CH:9]=[C:10]([C:12]([O:14][CH3:16])=[O:13])[N:11]=1, predict the reactants needed to synthesize it. The reactants are: [N:1]1[CH:6]=[CH:5][CH:4]=[CH:3][C:2]=1[C:7]1[S:8][CH:9]=[C:10]([C:12]([OH:14])=[O:13])[N:11]=1.[Si](Cl)(C)(C)[CH3:16].